Dataset: NCI-60 drug combinations with 297,098 pairs across 59 cell lines. Task: Regression. Given two drug SMILES strings and cell line genomic features, predict the synergy score measuring deviation from expected non-interaction effect. (1) Drug 1: CCCS(=O)(=O)NC1=C(C(=C(C=C1)F)C(=O)C2=CNC3=C2C=C(C=N3)C4=CC=C(C=C4)Cl)F. Drug 2: CCC1(C2=C(COC1=O)C(=O)N3CC4=CC5=C(C=CC(=C5CN(C)C)O)N=C4C3=C2)O.Cl. Cell line: HOP-62. Synergy scores: CSS=27.5, Synergy_ZIP=1.64, Synergy_Bliss=2.13, Synergy_Loewe=-34.3, Synergy_HSA=-3.06. (2) Drug 1: CCCCCOC(=O)NC1=NC(=O)N(C=C1F)C2C(C(C(O2)C)O)O. Drug 2: C1=CN(C=N1)CC(O)(P(=O)(O)O)P(=O)(O)O. Cell line: K-562. Synergy scores: CSS=-15.6, Synergy_ZIP=6.19, Synergy_Bliss=-1.31, Synergy_Loewe=-18.1, Synergy_HSA=-19.3. (3) Drug 1: CN1CCC(CC1)COC2=C(C=C3C(=C2)N=CN=C3NC4=C(C=C(C=C4)Br)F)OC. Drug 2: CCN(CC)CCNC(=O)C1=C(NC(=C1C)C=C2C3=C(C=CC(=C3)F)NC2=O)C. Cell line: NCI-H460. Synergy scores: CSS=1.69, Synergy_ZIP=-0.564, Synergy_Bliss=-1.17, Synergy_Loewe=-4.07, Synergy_HSA=-3.06. (4) Drug 1: CC(CN1CC(=O)NC(=O)C1)N2CC(=O)NC(=O)C2. Drug 2: CC1C(C(=O)NC(C(=O)N2CCCC2C(=O)N(CC(=O)N(C(C(=O)O1)C(C)C)C)C)C(C)C)NC(=O)C3=C4C(=C(C=C3)C)OC5=C(C(=O)C(=C(C5=N4)C(=O)NC6C(OC(=O)C(N(C(=O)CN(C(=O)C7CCCN7C(=O)C(NC6=O)C(C)C)C)C)C(C)C)C)N)C. Cell line: SR. Synergy scores: CSS=87.5, Synergy_ZIP=17.0, Synergy_Bliss=16.6, Synergy_Loewe=13.5, Synergy_HSA=21.7. (5) Drug 1: C1CC(C1)(C(=O)O)C(=O)O.[NH2-].[NH2-].[Pt+2]. Drug 2: C1C(C(OC1N2C=NC(=NC2=O)N)CO)O. Cell line: HCT-15. Synergy scores: CSS=1.50, Synergy_ZIP=-4.82, Synergy_Bliss=-6.58, Synergy_Loewe=-4.32, Synergy_HSA=-3.15. (6) Drug 1: CS(=O)(=O)C1=CC(=C(C=C1)C(=O)NC2=CC(=C(C=C2)Cl)C3=CC=CC=N3)Cl. Drug 2: CC1C(C(CC(O1)OC2CC(CC3=C2C(=C4C(=C3O)C(=O)C5=C(C4=O)C(=CC=C5)OC)O)(C(=O)CO)O)N)O.Cl. Cell line: NCI-H522. Synergy scores: CSS=52.6, Synergy_ZIP=-3.91, Synergy_Bliss=-2.93, Synergy_Loewe=-2.26, Synergy_HSA=-0.158. (7) Drug 1: CS(=O)(=O)C1=CC(=C(C=C1)C(=O)NC2=CC(=C(C=C2)Cl)C3=CC=CC=N3)Cl. Drug 2: C1=NC2=C(N=C(N=C2N1C3C(C(C(O3)CO)O)O)F)N. Cell line: NCI-H226. Synergy scores: CSS=-1.08, Synergy_ZIP=-1.54, Synergy_Bliss=-2.61, Synergy_Loewe=-7.63, Synergy_HSA=-4.93.